Task: Predict the reaction yield, written as a fraction of the theoretical maximum amount of product (1.0 means a 100% yield; for example, 0.34 means a 34% yield).. Dataset: Reaction yield outcomes from USPTO patents with 853,638 reactions (1) The reactants are [C:1]([O:5][C:6](=[O:32])[CH2:7][N:8]([C:17]1[CH:22]=[CH:21][C:20](Br)=[CH:19][C:18]=1[O:24][CH2:25][C:26]1[CH:31]=[CH:30][CH:29]=[CH:28][CH:27]=1)[CH2:9][C:10]([O:12][C:13]([CH3:16])([CH3:15])[CH3:14])=[O:11])([CH3:4])([CH3:3])[CH3:2].C([Li])(C)(C)C.[F:38][C:39]1[C:52]([O:53][CH2:54][O:55][CH2:56][CH2:57][O:58][CH3:59])=[CH:51][C:50]2[O:49][C:48]3[C:43](=[CH:44][C:45]([F:67])=[C:46]([O:60][CH2:61][O:62][CH2:63][CH2:64][O:65][CH3:66])[CH:47]=3)[C:42](=[O:68])[C:41]=2[CH:40]=1. The catalyst is C1COCC1.CC1CCCO1.C1COCC1. The product is [C:1]([O:5][C:6](=[O:32])[CH2:7][N:8]([C:17]1[CH:22]=[CH:21][C:20]([C:42]2([OH:68])[C:43]3[CH:44]=[C:45]([F:67])[C:46]([O:60][CH2:61][O:62][CH2:63][CH2:64][O:65][CH3:66])=[CH:47][C:48]=3[O:49][C:50]3[C:41]2=[CH:40][C:39]([F:38])=[C:52]([O:53][CH2:54][O:55][CH2:56][CH2:57][O:58][CH3:59])[CH:51]=3)=[CH:19][C:18]=1[O:24][CH2:25][C:26]1[CH:31]=[CH:30][CH:29]=[CH:28][CH:27]=1)[CH2:9][C:10]([O:12][C:13]([CH3:16])([CH3:15])[CH3:14])=[O:11])([CH3:4])([CH3:3])[CH3:2]. The yield is 0.690. (2) The reactants are [NH3:1].CO.[CH2:4]([O:6][C:7](OCC)=[CH:8][C:9](=[O:14])[C:10]([F:13])([F:12])[F:11])[CH3:5]. The catalyst is C(#N)C. The product is [NH2:1]/[C:7](/[O:6][CH2:4][CH3:5])=[CH:8]\[C:9](=[O:14])[C:10]([F:13])([F:12])[F:11]. The yield is 0.940. (3) The reactants are [NH2:1][CH2:2][CH2:3][C:4]1[CH:9]=[CH:8][CH:7]=[CH:6][N:5]=1.Br[CH2:11][C:12]([NH:14][C:15]1[CH:24]=[CH:23][C:18]([C:19]([O:21][CH3:22])=[O:20])=[CH:17][CH:16]=1)=[O:13]. The catalyst is CN(C=O)C. The product is [N:5]1[CH:6]=[CH:7][CH:8]=[CH:9][C:4]=1[CH2:3][CH2:2][NH:1][CH2:11][C:12]([NH:14][C:15]1[CH:24]=[CH:23][C:18]([C:19]([O:21][CH3:22])=[O:20])=[CH:17][CH:16]=1)=[O:13]. The yield is 0.730. (4) The product is [F:1][C:2]1[C:7]([O:8][CH3:9])=[CH:6][CH:5]=[CH:4][C:3]=1[CH2:10][CH2:11][CH2:12][CH2:13][C:14]([OH:16])=[O:15]. The catalyst is CCO.[Pd]. The yield is 0.750. The reactants are [F:1][C:2]1[C:7]([O:8][CH3:9])=[CH:6][CH:5]=[CH:4][C:3]=1[CH:10]=[CH:11][CH2:12][CH2:13][C:14]([OH:16])=[O:15]. (5) The reactants are [NH:1]1[CH2:6][CH2:5][CH:4]([C:7]2[CH:29]=[CH:28][C:10]([C:11]([NH:13][C:14]3[CH:19]=[CH:18][CH:17]=[CH:16][C:15]=3[NH:20][C:21](=[O:27])[O:22][C:23]([CH3:26])([CH3:25])[CH3:24])=[O:12])=[CH:9][CH:8]=2)[CH2:3][CH2:2]1.[CH3:30][N:31]1[CH:35]=[C:34]([CH:36]=O)[C:33]([CH3:38])=[N:32]1.C(O)(=O)C.[H][H].[OH-].[Na+]. The catalyst is [Pd].O.O1CCCC1. The product is [CH3:30][N:31]1[CH:35]=[C:34]([CH2:36][N:1]2[CH2:6][CH2:5][CH:4]([C:7]3[CH:29]=[CH:28][C:10]([C:11]([NH:13][C:14]4[CH:19]=[CH:18][CH:17]=[CH:16][C:15]=4[NH:20][C:21](=[O:27])[O:22][C:23]([CH3:25])([CH3:26])[CH3:24])=[O:12])=[CH:9][CH:8]=3)[CH2:3][CH2:2]2)[C:33]([CH3:38])=[N:32]1. The yield is 0.830. (6) The reactants are S(Cl)(Cl)=O.[Br:5][CH2:6][C@@:7]([OH:12])([CH3:11])[C:8](O)=[O:9].[N+:13]([C:16]1[CH:22]=[CH:21][C:19]([NH2:20])=[CH:18][C:17]=1[C:23]([F:26])([F:25])[F:24])([O-:15])=[O:14]. The catalyst is CC(N(C)C)=O. The product is [N+:13]([C:16]1[CH:22]=[CH:21][C:19]([NH:20][C:8](=[O:9])[C@:7]([OH:12])([CH3:11])[CH2:6][Br:5])=[CH:18][C:17]=1[C:23]([F:24])([F:25])[F:26])([O-:15])=[O:14]. The yield is 0.800. (7) The reactants are [CH2:1]([O:3][C:4](=[O:21])[C:5]1[CH:10]=[CH:9][C:8]([N:11]=[CH:12][C:13]2[CH:18]=[C:17]([Cl:19])[CH:16]=[C:15]([Br:20])[CH:14]=2)=[CH:7][CH:6]=1)[CH3:2].O.[O-]S(C(F)(F)F)(=O)=O.[Yb+3].[O-]S(C(F)(F)F)(=O)=O.[O-]S(C(F)(F)F)(=O)=O.[CH:48](=[O:52])[CH:49]([CH3:51])[CH3:50].O. The catalyst is O1CCCC1. The product is [CH2:1]([O:3][C:4]([C:5]1[CH:10]=[C:9]2[C:8](=[CH:7][CH:6]=1)[NH:11][CH:12]([C:13]1[CH:18]=[C:17]([Cl:19])[CH:16]=[C:15]([Br:20])[CH:14]=1)[C:49]([CH3:51])([CH3:50])[CH:48]2[OH:52])=[O:21])[CH3:2]. The yield is 1.00. (8) The yield is 0.830. The reactants are [Br:1][C:2]1[O:3][C:4]2[CH:12]=[CH:11][C:10]([S:13](Cl)(=[O:15])=[O:14])=[CH:9][C:5]=2[C:6]=1[CH2:7][Br:8].[O:17]1[CH:21]2[O:22][CH2:23][CH2:24][CH:20]2[CH:19]([O:25][C:26](=[O:44])[NH:27][CH:28]([CH2:37][C:38]2[CH:43]=[CH:42][CH:41]=[CH:40][CH:39]=2)[CH:29]([OH:36])[CH2:30][NH:31][CH2:32][CH:33]([CH3:35])[CH3:34])[CH2:18]1.C([O-])(O)=O.[Na+]. The catalyst is C(Cl)Cl. The product is [O:17]1[CH:21]2[O:22][CH2:23][CH2:24][CH:20]2[CH:19]([O:25][C:26](=[O:44])[NH:27][CH:28]([CH2:37][C:38]2[CH:39]=[CH:40][CH:41]=[CH:42][CH:43]=2)[CH:29]([OH:36])[CH2:30][N:31]([S:13]([C:10]2[CH:11]=[CH:12][C:4]3[O:3][C:2]([Br:1])=[C:6]([CH2:7][Br:8])[C:5]=3[CH:9]=2)(=[O:15])=[O:14])[CH2:32][CH:33]([CH3:35])[CH3:34])[CH2:18]1.